Predict the reaction yield, written as a fraction of the theoretical maximum amount of product (1.0 means a 100% yield; for example, 0.34 means a 34% yield). From a dataset of Reaction yield outcomes from USPTO patents with 853,638 reactions. (1) The reactants are [Cl:1][C:2]1[CH:3]=[CH:4][C:5](=[O:8])[NH:6][N:7]=1.[C:9](=O)([O-])[O-].[K+].[K+].CI.O. The catalyst is CN(C=O)C. The product is [Cl:1][C:2]1[CH:3]=[CH:4][C:5](=[O:8])[N:6]([CH3:9])[N:7]=1. The yield is 0.910. (2) The reactants are [Br:1][C:2]1[CH:3]=[C:4]([N:9]2[C:13](=[O:14])[O:12][N:11]=[C:10]2[C:15]2[C:19]([NH:20][CH2:21][CH2:22][O:23]C)=[N:18][O:17][N:16]=2)[CH:5]=[CH:6][C:7]=1[F:8].B(Br)(Br)Br.C(=O)(O)[O-].[Na+].CCCCCCC. The catalyst is ClCCl.O. The product is [Br:1][C:2]1[CH:3]=[C:4]([N:9]2[C:13](=[O:14])[O:12][N:11]=[C:10]2[C:15]2[C:19]([NH:20][CH2:21][CH2:22][OH:23])=[N:18][O:17][N:16]=2)[CH:5]=[CH:6][C:7]=1[F:8]. The yield is 0.940.